This data is from Catalyst prediction with 721,799 reactions and 888 catalyst types from USPTO. The task is: Predict which catalyst facilitates the given reaction. (1) The catalyst class is: 46. Product: [F:20][C:21]([F:26])([F:25])[C:22]([OH:24])=[O:23].[C:27]([N:30]1[CH2:35][CH2:34][CH:33]([C:36]([N:38]([C:43]2[CH:48]=[CH:47][CH:46]=[C:45]([Cl:49])[CH:44]=2)[CH2:39][CH2:40][CH2:6][N:8]2[CH2:9][CH2:10][CH:11]([CH2:14][N:15]3[CH:19]=[N:18][CH:17]=[N:16]3)[CH2:12][CH2:13]2)=[O:37])[CH2:32][CH2:31]1)(=[O:29])[CH3:28]. Reactant: C(O[C:6]([N:8]1[CH2:13][CH2:12][CH:11]([CH2:14][N:15]2[CH:19]=[N:18][CH:17]=[N:16]2)[CH2:10][CH2:9]1)=O)(C)(C)C.[F:20][C:21]([F:26])([F:25])[C:22]([OH:24])=[O:23].[C:27]([N:30]1[CH2:35][CH2:34][CH:33]([C:36]([N:38]([C:43]2[CH:48]=[CH:47][CH:46]=[C:45]([Cl:49])[CH:44]=2)[CH2:39][CH2:40]CCl)=[O:37])[CH2:32][CH2:31]1)(=[O:29])[CH3:28].C(=O)([O-])[O-].[K+].[K+].[I-].[K+].[Cl-].[Na+]. (2) Reactant: [C:1]([C:7]1[C:15]2[S:16][CH:17]=[CH:18][C:14]=2[C:13]([C:19]#[C:20][CH2:21][CH2:22][CH2:23][CH3:24])=[C:9]2[S:10][CH:11]=[CH:12][C:8]=12)#[C:2][CH2:3][CH2:4][CH2:5][CH3:6]. Product: [CH2:1]([C:7]1[C:15]2[S:16][CH:17]=[CH:18][C:14]=2[C:13]([CH2:19][CH2:20][CH2:21][CH2:22][CH2:23][CH3:24])=[C:9]2[S:10][CH:11]=[CH:12][C:8]=12)[CH2:2][CH2:3][CH2:4][CH2:5][CH3:6]. The catalyst class is: 123. (3) Reactant: [F:1][C:2]1[CH:3]=[C:4]([N:21]2[CH2:25][C@H:24]([CH2:26][OH:27])[O:23][C:22]2=[O:28])[CH:5]=[CH:6][C:7]=1[N:8]1[CH2:12][CH2:11][C@@H:10]([NH:13][C:14]([O:16][C:17]([CH3:20])([CH3:19])[CH3:18])=[O:15])[CH2:9]1.O[C:30]1[CH:34]=[CH:33][O:32][N:31]=1.N(C(N1CCCCC1)=O)=NC(N1CCCCC1)=O.C(P(CCCC)CCCC)CCC. Product: [C:17]([O:16][C:14]([NH:13][C@@H:10]1[CH2:11][CH2:12][N:8]([C:7]2[CH:6]=[CH:5][C:4]([N:21]3[CH2:25][C@H:24]([CH2:26][O:27][C:30]4[CH:34]=[CH:33][O:32][N:31]=4)[O:23][C:22]3=[O:28])=[CH:3][C:2]=2[F:1])[CH2:9]1)=[O:15])([CH3:18])([CH3:19])[CH3:20]. The catalyst class is: 7. (4) Reactant: C([O:3][C:4](=[O:28])[CH2:5][CH:6]1[C:14]2[C:9](=[C:10]([Br:27])[C:11]([O:16][C:17]3[CH:22]=[CH:21][C:20]([OH:23])=[C:19]([CH:24]([CH3:26])[CH3:25])[CH:18]=3)=[C:12]([Br:15])[CH:13]=2)[CH2:8][CH2:7]1)C.C(=O)([O-])[O-].[K+].[K+].Cl[CH2:36][C:37]1[CH:41]=[C:40]([CH3:42])[O:39][N:38]=1.[I-].[K+]. Product: [Br:27][C:10]1[C:11]([O:16][C:17]2[CH:22]=[CH:21][C:20]([O:23][CH2:36][C:37]3[CH:41]=[C:40]([CH3:42])[O:39][N:38]=3)=[C:19]([CH:24]([CH3:25])[CH3:26])[CH:18]=2)=[C:12]([Br:15])[CH:13]=[C:14]2[C:9]=1[CH2:8][CH2:7][CH:6]2[CH2:5][C:4]([OH:3])=[O:28]. The catalyst class is: 10. (5) Reactant: CC[N+](S(N=C(OC)[O-])(=O)=O)(CC)CC.[C:16]([NH:19][NH:20][C:21]([C@@H:23]1[CH2:28][O:27][CH2:26][CH2:25][N:24]1[C:29]([O:31][C:32]([CH3:35])([CH3:34])[CH3:33])=[O:30])=[O:22])(=O)[CH3:17]. Product: [CH3:17][C:16]1[O:22][C:21]([C@@H:23]2[CH2:28][O:27][CH2:26][CH2:25][N:24]2[C:29]([O:31][C:32]([CH3:35])([CH3:34])[CH3:33])=[O:30])=[N:20][N:19]=1. The catalyst class is: 34.